This data is from Acute oral toxicity (LD50) regression data from Zhu et al.. The task is: Regression/Classification. Given a drug SMILES string, predict its toxicity properties. Task type varies by dataset: regression for continuous values (e.g., LD50, hERG inhibition percentage) or binary classification for toxic/non-toxic outcomes (e.g., AMES mutagenicity, cardiotoxicity, hepatotoxicity). Dataset: ld50_zhu. The rat oral LD50 is 1.93, given as -log10 of the dose in mol/kg body weight (higher means more acutely toxic). The drug is CCCC=CC(OC)OC.